Dataset: Catalyst prediction with 721,799 reactions and 888 catalyst types from USPTO. Task: Predict which catalyst facilitates the given reaction. (1) Reactant: C(=O)([O-])[O-].[Cs+].[Cs+].[C:7]([O:11][C:12]([NH:14][C:15]1[C:23]([F:24])=[CH:22][CH:21]=[CH:20][C:16]=1[C:17]([OH:19])=[O:18])=[O:13])([CH3:10])([CH3:9])[CH3:8].Br[CH2:26][CH2:27][O:28][Si:29]([C:32]([CH3:35])([CH3:34])[CH3:33])([CH3:31])[CH3:30].[I-].[Na+]. Product: [Si:29]([O:28][CH2:27][CH2:26][O:18][C:17](=[O:19])[C:16]1[CH:20]=[CH:21][CH:22]=[C:23]([F:24])[C:15]=1[NH:14][C:12]([O:11][C:7]([CH3:10])([CH3:8])[CH3:9])=[O:13])([C:32]([CH3:35])([CH3:34])[CH3:33])([CH3:31])[CH3:30]. The catalyst class is: 3. (2) Reactant: C([N:8]1[CH2:13][C@@H:12]([O:14][CH3:15])[CH2:11][C@H:10]([C:16]([O:18][CH3:19])=[O:17])[C@H:9]1[C:20]([O:22]CC1C=CC=CC=1)=[O:21])C1C=CC=CC=1.[H][H]. Product: [CH3:15][O:14][C@@H:12]1[CH2:13][NH:8][C@H:9]([C:20]([OH:22])=[O:21])[C@@H:10]([C:16]([O:18][CH3:19])=[O:17])[CH2:11]1. The catalyst class is: 19. (3) Reactant: [F:1][C:2]1[CH:19]=[CH:18][C:17]([C:20]([F:23])([F:22])[F:21])=[CH:16][C:3]=1[O:4][C:5]1[C:14]2[C:9](=[C:10]([NH2:15])[CH:11]=[CH:12][CH:13]=2)[N:8]=[CH:7][N:6]=1.[Cl:24][C:25]1[C:30]([C:31](O)=[O:32])=[C:29]([F:34])[C:28]([CH2:35][NH:36][C:37](=[O:42])[C:38]([CH3:41])([CH3:40])[CH3:39])=[CH:27][CH:26]=1.C(Cl)(=O)C(Cl)=O.CCN(C(C)C)C(C)C. Product: [Cl:24][C:25]1[C:30]([C:31]([NH:15][C:10]2[CH:11]=[CH:12][CH:13]=[C:14]3[C:9]=2[N:8]=[CH:7][N:6]=[C:5]3[O:4][C:3]2[CH:16]=[C:17]([C:20]([F:22])([F:23])[F:21])[CH:18]=[CH:19][C:2]=2[F:1])=[O:32])=[C:29]([F:34])[C:28]([CH2:35][NH:36][C:37](=[O:42])[C:38]([CH3:40])([CH3:39])[CH3:41])=[CH:27][CH:26]=1. The catalyst class is: 85.